This data is from Forward reaction prediction with 1.9M reactions from USPTO patents (1976-2016). The task is: Predict the product of the given reaction. (1) Given the reactants [Cl:1][C:2]1[C:7]2[CH2:8][CH:9]([C:10]([OH:12])=O)[C:6]=2[CH:5]=[CH:4][CH:3]=1.[CH2:13]([NH:20][CH2:21]/[C:22](/[CH3:25])=[CH:23]/[CH3:24])[C:14]1[CH:19]=[CH:18][CH:17]=[CH:16][CH:15]=1.C(N(CC)CC)C.[O-]P1(OP([O-])(=O)OP([O-])(=O)OP([O-])(=O)O1)=O.[Na+].[Na+].[Na+].[Na+].C(OCC)(=O)C, predict the reaction product. The product is: [CH2:13]([N:20]([CH2:21]/[C:22](/[CH3:25])=[CH:23]/[CH3:24])[C:10]([CH:9]1[C:6]2[CH:5]=[CH:4][CH:3]=[C:2]([Cl:1])[C:7]=2[CH2:8]1)=[O:12])[C:14]1[CH:19]=[CH:18][CH:17]=[CH:16][CH:15]=1. (2) Given the reactants [C:1](#[N:4])[CH:2]=[CH2:3].[Br:5][C:6]1[NH:7][C:8]2[C:13]([C:14]=1[CH:15]1[CH2:20][CH2:19][CH2:18][CH2:17][CH2:16]1)=[CH:12][CH:11]=[C:10]([C:21]([O:23][CH3:24])=[O:22])[CH:9]=2, predict the reaction product. The product is: [Br:5][C:6]1[N:7]([CH2:3][CH2:2][C:1]#[N:4])[C:8]2[C:13]([C:14]=1[CH:15]1[CH2:20][CH2:19][CH2:18][CH2:17][CH2:16]1)=[CH:12][CH:11]=[C:10]([C:21]([O:23][CH3:24])=[O:22])[CH:9]=2. (3) The product is: [CH3:1][S:2]([O:5][C@@H:6]([CH2:11][C:12]1[CH:17]=[CH:16][CH:15]=[CH:14][CH:13]=1)[C:7]([OH:9])=[O:8])(=[O:4])=[O:3]. Given the reactants [CH3:1][S:2]([O:5][C@@H:6]([CH2:11][C:12]1[CH:17]=[CH:16][CH:15]=[CH:14][CH:13]=1)[C:7]([O:9]C)=[O:8])(=[O:4])=[O:3].C(O)=O.S(=O)(=O)(O)O, predict the reaction product. (4) Given the reactants F[C:2]1[CH:3]=[C:4]([CH:7]=[CH:8][C:9]=1[N+:10]([O-:12])=[O:11])[C:5]#[N:6].C(N(CC)CC)C.[F:20][C:21]1[CH:27]=[CH:26][C:24]([NH2:25])=[CH:23][CH:22]=1, predict the reaction product. The product is: [F:20][C:21]1[CH:27]=[CH:26][C:24]([NH:25][C:2]2[CH:3]=[C:4]([CH:7]=[CH:8][C:9]=2[N+:10]([O-:12])=[O:11])[C:5]#[N:6])=[CH:23][CH:22]=1. (5) Given the reactants Br[C:2]1[CH:7]=[CH:6][CH:5]=[CH:4][N:3]=1.[Br:8][C:9]1[CH:10]=[C:11]([OH:15])[CH:12]=[CH:13][CH:14]=1.C([O-])([O-])=O.[K+].[K+], predict the reaction product. The product is: [Br:8][C:9]1[CH:10]=[C:11]([CH:12]=[CH:13][CH:14]=1)[O:15][C:2]1[CH:7]=[CH:6][CH:5]=[CH:4][N:3]=1. (6) Given the reactants C[O:2][C:3]([CH:5]1[C:13]2[C:8](=[N:9][CH:10]=[CH:11][CH:12]=2)[O:7][CH2:6]1)=[O:4].O[Li].O, predict the reaction product. The product is: [O:7]1[C:8]2=[N:9][CH:10]=[CH:11][CH:12]=[C:13]2[CH:5]([C:3]([OH:4])=[O:2])[CH2:6]1.